This data is from Full USPTO retrosynthesis dataset with 1.9M reactions from patents (1976-2016). The task is: Predict the reactants needed to synthesize the given product. (1) Given the product [C:16]1([CH:22]2[CH:27]([NH2:28])[CH2:26][CH2:25][CH2:24][NH:23]2)[CH:17]=[CH:18][CH:19]=[CH:20][CH:21]=1, predict the reactants needed to synthesize it. The reactants are: C1(C2N=CC=CC=2C(O)=O)C=CC=CC=1.[C:16]1([C:22]2[C:27]([NH2:28])=[CH:26][CH:25]=[CH:24][N:23]=2)[CH:21]=[CH:20][CH:19]=[CH:18][CH:17]=1. (2) Given the product [C:26]1([CH2:25][CH2:24][C:4]2[N:3]3[CH:61]=[N:62][N:63]=[C:2]3[C:7]([C:8]3[CH:13]=[CH:12][CH:11]=[C:10]([C:14]([F:16])([F:15])[F:17])[CH:9]=3)=[C:6]([C:18]3[CH:23]=[CH:22][N:21]=[CH:20][CH:19]=3)[N:5]=2)[CH:31]=[CH:30][CH:29]=[CH:28][CH:27]=1, predict the reactants needed to synthesize it. The reactants are: Cl[C:2]1[C:7]([C:8]2[CH:13]=[CH:12][CH:11]=[C:10]([C:14]([F:17])([F:16])[F:15])[CH:9]=2)=[C:6]([C:18]2[CH:23]=[CH:22][N:21]=[CH:20][CH:19]=2)[N:5]=[C:4]([CH2:24][CH2:25][C:26]2[CH:31]=[CH:30][CH:29]=[CH:28][CH:27]=2)[N:3]=1.FC1C=CC(C2C3N([CH:61]=[N:62][N:63]=3)C(NC(C3C=CC=CC=3)(C)C)=NC=2C2C=CN=CC=2)=CC=1.